Dataset: Full USPTO retrosynthesis dataset with 1.9M reactions from patents (1976-2016). Task: Predict the reactants needed to synthesize the given product. Given the product [CH2:12]([O:15][C:16]1[CH:17]=[CH:18][C:19]([CH2:20][NH:4][C:3]2[CH:5]=[CH:6][CH:7]=[C:8]([N+:9]([O-:11])=[O:10])[C:2]=2[CH3:1])=[CH:22][CH:23]=1)[CH:13]=[CH2:14], predict the reactants needed to synthesize it. The reactants are: [CH3:1][C:2]1[C:8]([N+:9]([O-:11])=[O:10])=[CH:7][CH:6]=[CH:5][C:3]=1[NH2:4].[CH2:12]([O:15][C:16]1[CH:23]=[CH:22][C:19]([CH:20]=O)=[CH:18][CH:17]=1)[CH:13]=[CH2:14].